Dataset: Full USPTO retrosynthesis dataset with 1.9M reactions from patents (1976-2016). Task: Predict the reactants needed to synthesize the given product. Given the product [Cl:33][C:30]1[CH:31]=[CH:32][C:27]([C:24]2([CH3:26])[C:23]([C:38]([O:40][CH3:41])=[O:39])=[CH:22][CH2:21][CH:20]([CH2:19][OH:18])[CH2:25]2)=[CH:28][C:29]=1[C:34]([F:35])([F:36])[F:37], predict the reactants needed to synthesize it. The reactants are: [Si]([O:18][CH2:19][CH:20]1[CH2:25][C:24]([C:27]2[CH:32]=[CH:31][C:30]([Cl:33])=[C:29]([C:34]([F:37])([F:36])[F:35])[CH:28]=2)([CH3:26])[C:23]([C:38]([O:40][CH3:41])=[O:39])=[CH:22][CH2:21]1)(C(C)(C)C)(C1C=CC=CC=1)C1C=CC=CC=1.C(O)(=O)C.[F-].C([N+](CCCC)(CCCC)CCCC)CCC.